The task is: Predict the reactants needed to synthesize the given product.. This data is from Full USPTO retrosynthesis dataset with 1.9M reactions from patents (1976-2016). (1) The reactants are: [NH:1]1[C:9]2[C:4](=[CH:5][C:6]([NH:10][C:11]3[C:12]4[C:19]5[CH2:20][CH2:21][CH:22]([C:24]([OH:26])=O)[CH2:23][C:18]=5[S:17][C:13]=4[N:14]=[CH:15][N:16]=3)=[CH:7][CH:8]=2)[CH:3]=[N:2]1.[NH2:27][C:28]1[CH:33]=[CH:32][CH:31]=[CH:30][CH:29]=1.C(N(CC)C(C)C)(C)C.C(P1(=O)OP(CCC)(=O)OP(CCC)(=O)O1)CC.C(P(OP(CCC)=O)=O)CC.C(NC(C)C)(C)C. Given the product [NH:1]1[C:9]2[C:4](=[CH:5][C:6]([NH:10][C:11]3[C:12]4[C:19]5[CH2:20][CH2:21][CH:22]([C:24]([NH:27][C:28]6[CH:33]=[CH:32][CH:31]=[CH:30][CH:29]=6)=[O:26])[CH2:23][C:18]=5[S:17][C:13]=4[N:14]=[CH:15][N:16]=3)=[CH:7][CH:8]=2)[CH:3]=[N:2]1, predict the reactants needed to synthesize it. (2) Given the product [CH2:1]([C:3]1[N:8]=[C:7]2[N:9]=[C:10]([S:12][CH3:13])[O:11][C:6]2=[CH:5][CH:4]=1)[CH3:2], predict the reactants needed to synthesize it. The reactants are: [CH2:1]([C:3]1[N:8]=[C:7]2[NH:9][C:10](=[S:12])[O:11][C:6]2=[CH:5][CH:4]=1)[CH3:2].[C:13](=O)([O-])[O-].[K+].[K+].CI. (3) Given the product [CH3:16][N:1]1[C:6]2[S:7][C:8]3[CH2:13][CH2:12][CH2:11][CH2:10][C:9]=3[C:5]=2[C:4](=[O:14])[O:3][C:2]1=[O:15], predict the reactants needed to synthesize it. The reactants are: [NH:1]1[C:6]2[S:7][C:8]3[CH2:13][CH2:12][CH2:11][CH2:10][C:9]=3[C:5]=2[C:4](=[O:14])[O:3][C:2]1=[O:15].[C:16](=O)([O-])[O-].[K+].[K+].CN(C=O)C.CI. (4) Given the product [F:19][C:16]([F:17])([F:18])[C:15]([C:12]1[N:11]=[C:10]([CH2:28][CH2:29][CH3:30])[C:9]([OH:8])=[CH:14][CH:13]=1)([O:24][CH2:25][O:26][CH3:27])[C:20]([F:23])([F:22])[F:21], predict the reactants needed to synthesize it. The reactants are: C([O:8][C:9]1[C:10]([CH2:28][CH2:29][CH3:30])=[N:11][C:12]([C:15]([O:24][CH2:25][O:26][CH3:27])([C:20]([F:23])([F:22])[F:21])[C:16]([F:19])([F:18])[F:17])=[CH:13][CH:14]=1)C1C=CC=CC=1. (5) The reactants are: C([O:3][C:4]1[N:5]([C:23]2[CH:28]=[CH:27][CH:26]=[C:25]([C:29]([F:32])([F:31])[F:30])[CH:24]=2)[C:6]([CH3:22])=[C:7]([C:9]2[N:13]([C:14]3[CH:21]=[CH:20][C:17]([C:18]#[N:19])=[CH:16][CH:15]=3)[N:12]=[CH:11][CH:10]=2)[N:8]=1)C.Br[CH2:34][CH2:35][CH2:36][S:37]([CH3:40])(=[O:39])=[O:38].[OH-].[Na+]. Given the product [CH3:22][C:6]1[N:5]([C:23]2[CH:28]=[CH:27][CH:26]=[C:25]([C:29]([F:31])([F:32])[F:30])[CH:24]=2)[C:4](=[O:3])[N:8]([CH2:34][CH2:35][CH2:36][S:37]([CH3:40])(=[O:39])=[O:38])[C:7]=1[C:9]1[N:13]([C:14]2[CH:15]=[CH:16][C:17]([C:18]#[N:19])=[CH:20][CH:21]=2)[N:12]=[CH:11][CH:10]=1, predict the reactants needed to synthesize it. (6) Given the product [N:1]1([C:5]([C:7]2[C:17]3[CH2:18][CH2:19][C@@H:20]([C:21]4[CH:26]=[CH:25][CH:24]=[CH:23][C:22]=4[CH3:27])[O:28][C:16]=3[C:10]3[N:11]=[C:12]([CH3:15])[N:13]([CH3:14])[C:9]=3[CH:8]=2)=[O:6])[CH2:2][CH2:3][CH2:4]1, predict the reactants needed to synthesize it. The reactants are: [N:1]1([C:5]([C:7]2[C:17]([CH2:18][CH2:19][C@@H:20]([OH:28])[C:21]3[CH:26]=[CH:25][CH:24]=[CH:23][C:22]=3[CH3:27])=[C:16](O)[C:10]3[N:11]=[C:12]([CH3:15])[N:13]([CH3:14])[C:9]=3[CH:8]=2)=[O:6])[CH2:4][CH2:3][CH2:2]1.C1(P(C2C=CC=CC=2)C2C=CC=CC=2)C=CC=CC=1.CC(OC(/N=N/C(OC(C)C)=O)=O)C. (7) Given the product [Cl:1][C:2]1[CH:3]=[CH:4][C:5]([C:28]([F:29])([F:31])[F:30])=[C:6]([CH:27]=1)[CH2:7][N:8]1[CH2:13][CH2:12][NH:11][C:10]2[N:14]=[CH:15][C:16]([C:18]3[CH:19]=[C:20]([CH:24]=[CH:25][CH:26]=3)[C:21]([NH:41][CH2:40][CH2:39][O:32][C:33]3[CH:38]=[CH:37][CH:36]=[CH:35][CH:34]=3)=[O:22])=[CH:17][C:9]1=2, predict the reactants needed to synthesize it. The reactants are: [Cl:1][C:2]1[CH:3]=[CH:4][C:5]([C:28]([F:31])([F:30])[F:29])=[C:6]([CH:27]=1)[CH2:7][N:8]1[CH2:13][CH2:12][NH:11][C:10]2[N:14]=[CH:15][C:16]([C:18]3[CH:19]=[C:20]([CH:24]=[CH:25][CH:26]=3)[C:21](O)=[O:22])=[CH:17][C:9]1=2.[O:32]([CH2:39][CH2:40][NH2:41])[C:33]1[CH:38]=[CH:37][CH:36]=[CH:35][CH:34]=1.